Dataset: Experimentally validated miRNA-target interactions with 360,000+ pairs, plus equal number of negative samples. Task: Binary Classification. Given a miRNA mature sequence and a target amino acid sequence, predict their likelihood of interaction. (1) The miRNA is hsa-miR-192-5p with sequence CUGACCUAUGAAUUGACAGCC. The protein sequence of the target gene is MDEERALYIVRAGEAGAIERVLRDYSDKHRATFKFESTDEDKRKKLCEGIFKVLIKDIPTTCQVSCLEVLRILSRDKKVLVPVTTKENMQILLRLAKLNELDDSLEKVSEFPVIVESLKCLCNIVFNSQMAQQLSLELNLAAKLCNLLRKCKDRKFINDIKCFDLRLLFLLSLLHTDIRSQLRYELQGLPLLTQILESAFSIKWTDEYESAIDHNGPPLSPQETDCAIEALKALFNVTVDSWKVHKESDSHQFRVMAAVLRHCLLIVGPTEDKTEELHSNAVNLLSNVPVSCLDVLICPL.... Result: 1 (interaction). (2) The miRNA is hsa-miR-6715b-3p with sequence CUCAAACCGGCUGUGCCUGUGG. The protein sequence of the target gene is MVSWIISRLVVLIFGTLYPAYYSYKAVKSKDIKEYVKWMMYWIIFALFTTAETFTDIFLCWFPFYYELKIAFVAWLLSPYTKGSSLLYRKFVHPTLSSKEKEIDDCLVQAKDRSYDALVHFGKRGLNVAATAAVMAASKGQGALSERLRSFSMQDLTTIRGDGAPAPSGPPPPGTGRSSGKHSQPKMSRSASESAGSSGTA. Result: 0 (no interaction). (3) The miRNA is mmu-miR-670-5p with sequence AUCCCUGAGUGUAUGUGGUGAA. The protein sequence of the target gene is MAALKDQLIVNLLKEEQVPQNKITVVGVGAVGMACAISILMKDLADELALVDVIEDKLKGEMMDLQHGSLFLKTPKIVSSKDYSVTANSKLVIITAGARQQEGESRLNLVQRNVNIFKFIIPNVVKYSPQCKLLIVSNPVDILTYVAWKISGFPKNRVIGSGCNLDSARFRYLMGERLGVHPLSCHGWVLGEHGDSSVPVWSGVNVAGVSLKSLNPQLGTDADKEQWKDVHKQVVDSAYEVIKLKGYTSWAIGLSVADLAESIMKNLRRVHPISTMIKGLYGIKEDVFLSVPCILGQNGI.... Result: 0 (no interaction). (4) The miRNA is hsa-miR-6827-5p with sequence UGGGAGCCAUGAGGGUCUGUGC. The protein sequence of the target gene is MEQWRQCGRWLIDCKVLPPNHRVVWPSAVVFDLAQALRDGVLLCQLLHNLSPGSIDLKDINFRPQMSQFLCLKNIRTFLKVCHDKFGLRNSELFDPFDLFDVRDFGKVISAVSRLSLHSIAQNKGIRPFPSEETTENDDDVYRSLEELADEHDLGEDIYDCVPCEDGGDDIYEDIIKVEVQQPMIRYMQKMGMTEDDKRNCCLLEIQETEAKYYRTLEDIEKNYMSPLRLVLSPADMAAVFINLEDLIKVHHSFLRAIDVSVMVGGSTLAKVFLDFKERLLIYGEYCSHMEHAQNTLNQL.... Result: 1 (interaction). (5) The miRNA is hsa-miR-512-3p with sequence AAGUGCUGUCAUAGCUGAGGUC. Result: 0 (no interaction). The protein sequence of the target gene is MAPRPRARPGVAVACCWLLTVVLRCCVSFNVDVKNSMTFSGPVEDMFGYTVQQYENEEGKWVLIGSPLVGQPKNRTGDVYKCPVGRGESLPCVKLDLPVNTSIPNVTEVKENMTFGSTLVTNPNGGFLACGPLYAYRCGHLHYTTGICSDVSPTFQVVNSIAPVQECSTQLDIVIVLDGSNSIYPWDSVTAFLNDLLERMDIGPKQTQVGIVQYGENVTHEFNLNKYSSTEEVLVAAKKIVQRGGRQTMTALGIDTARKEAFTEARGARRGVKKVMVIVTDGESHDNHRLKKVIQDCEDE.... (6) The miRNA is hsa-miR-4524a-3p with sequence UGAGACAGGCUUAUGCUGCUAU. The protein sequence of the target gene is MGRRLGRVAALLLGLLVECTEAKKHCWYFEGLYPTYYICRSYEDCCGSRCCVRALSIQRLWYFWFLLMMGVLFCCGAGFFIRRRMYPPPLIEEPTFNVSYTRQPPNPAPGAQQMGPPYYTDPGGPGMNPVGNTMAMAFQVQPNSPHGGTTYPPPPSYCNTPPPPYEQVVKDK. Result: 0 (no interaction). (7) The miRNA is hsa-miR-193b-3p with sequence AACUGGCCCUCAAAGUCCCGCU. The protein sequence of the target gene is MNPQIRNPMERMYRDTFYDNFENEPILYGRSYTWLCYEVKIKRGRSNLLWDTGVFRGQVYFKPQYHAEMCFLSWFCGNQLPAYKCFQITWFVSWTPCPDCVAKLAEFLSEHPNVTLTISAARLYYYWERDYRRALCRLSQAGARVTIMDYEEFAYCWENFVYNEGQQFMPWYKFDENYAFLHRTLKEILRYLMDPDTFTFNFNNDPLVLRRRQTYLCYEVERLDNGTWVLMDQHMGFLCNEAKNLLCGFYGRHAELRFLDLVPSLQLDPAQIYRVTWFISWSPCFSWGCAGEVRAFLQEN.... Result: 1 (interaction). (8) The miRNA is hsa-miR-4520-2-3p with sequence UUUGGACAGAAAACACGCAGGU. The protein sequence of the target gene is MRALVLLGCLLASLLFSGQAEETEDANEEAPLRDRSHIEKTLMLNEDKPSDDYSAVLQRLRKIYHSSIKPLEQSYKYNELRQHEITDGEITSKPMVLFLGPWSVGKSTMINYLLGLENTRYQLYTGAEPTTSEFTVLMHGPKLKTIEGIVMAADSARSFSPLEKFGQNFLEKLIGIEVPHKLLERVTFVDTPGIIENRKQQERGYPFNDVCQWFIDRADLIFVVFDPTKLDVGLELEMLFRQLKGRESQIRIILNKADNLATQMLMRVYGALFWSLAPLINVTEPPRVYVSSFWPQEYKP.... Result: 0 (no interaction). (9) Result: 0 (no interaction). The protein sequence of the target gene is MSNFLHLKYNEKSVSVTKALTVRFLTKRFIGEYASNFESIYKKHLCLERKQLNLEIYDPCSQTQKAKFSLTSELHWADGFVIVYDISDRSSFAFAKALIYRIREPQTSHCKRAVESAVFLVGNKRDLCHVREVGWEEGQKLALENRCQFCELSAAEQSLEVEMMFIRIIKDILINFKLKEKRRPSGSKSMAKLINNVFGKRRKSV. The miRNA is hsa-miR-4253 with sequence AGGGCAUGUCCAGGGGGU.